This data is from HIV replication inhibition screening data with 41,000+ compounds from the AIDS Antiviral Screen. The task is: Binary Classification. Given a drug SMILES string, predict its activity (active/inactive) in a high-throughput screening assay against a specified biological target. The drug is O=C1C(=Cc2ccccc2F)Cc2ccccc21. The result is 0 (inactive).